This data is from Reaction yield outcomes from USPTO patents with 853,638 reactions. The task is: Predict the reaction yield, written as a fraction of the theoretical maximum amount of product (1.0 means a 100% yield; for example, 0.34 means a 34% yield). The catalyst is CO. The yield is 0.760. The product is [CH:1]1([CH2:4][O:5][C:6]2[C:7]([OH:24])=[C:8]([C:14]3[CH:15]=[C:16]4[C:20](=[CH:21][CH:22]=3)[C:19](=[O:23])[O:18][CH2:17]4)[CH:9]=[CH:10][C:11]=2[O:12][CH3:13])[CH2:3][CH2:2]1. The reactants are [CH:1]1([CH2:4][O:5][C:6]2[C:7]([O:24]COC)=[C:8]([C:14]3[CH:15]=[C:16]4[C:20](=[CH:21][CH:22]=3)[C:19](=[O:23])[O:18][CH2:17]4)[CH:9]=[CH:10][C:11]=2[O:12][CH3:13])[CH2:3][CH2:2]1.Cl.